This data is from Reaction yield outcomes from USPTO patents with 853,638 reactions. The task is: Predict the reaction yield, written as a fraction of the theoretical maximum amount of product (1.0 means a 100% yield; for example, 0.34 means a 34% yield). The reactants are [CH:1]1([N:7]2[CH2:11][CH2:10][CH:9]([CH2:12][C:13]3[CH:14]=[C:15]4[C:20](=[CH:21][CH:22]=3)[C:19]([C:23]3[CH:32]=[CH:31][C:26]([C:27]([O:29]C)=[O:28])=[CH:25][CH:24]=3)=[CH:18][CH:17]=[CH:16]4)[C:8]2=[O:33])[CH2:6][CH2:5][CH2:4][CH2:3][CH2:2]1.O[Li].O.O1CCOCC1.Cl. The catalyst is O. The product is [CH:1]1([N:7]2[CH2:11][CH2:10][CH:9]([CH2:12][C:13]3[CH:14]=[C:15]4[C:20](=[CH:21][CH:22]=3)[C:19]([C:23]3[CH:32]=[CH:31][C:26]([C:27]([OH:29])=[O:28])=[CH:25][CH:24]=3)=[CH:18][CH:17]=[CH:16]4)[C:8]2=[O:33])[CH2:2][CH2:3][CH2:4][CH2:5][CH2:6]1. The yield is 0.830.